This data is from Peptide-MHC class II binding affinity with 134,281 pairs from IEDB. The task is: Regression. Given a peptide amino acid sequence and an MHC pseudo amino acid sequence, predict their binding affinity value. This is MHC class II binding data. (1) The peptide sequence is LQLHVDKAVSGLRSL. The MHC is DRB1_0401 with pseudo-sequence DRB1_0401. The binding affinity (normalized) is 0.790. (2) The peptide sequence is EKAGGAQLGVMQGPMGPMGPR. The MHC is HLA-DQA10302-DQB10401 with pseudo-sequence HLA-DQA10303-DQB10402. The binding affinity (normalized) is 0. (3) The peptide sequence is THFTTWTSIPTLAAQ. The MHC is DRB3_0101 with pseudo-sequence DRB3_0101. The binding affinity (normalized) is 0.266. (4) The peptide sequence is MLRFANPLSNPFY. The MHC is DRB5_0101 with pseudo-sequence DRB5_0101. The binding affinity (normalized) is 0.168. (5) The peptide sequence is KKRGNHYAFVGVMYNLW. The MHC is HLA-DQA10103-DQB10603 with pseudo-sequence HLA-DQA10103-DQB10603. The binding affinity (normalized) is 0. (6) The peptide sequence is LPCIRMGQEPGVAKYRRAQLA. The MHC is DRB1_1501 with pseudo-sequence DRB1_1501. The binding affinity (normalized) is 0.601. (7) The peptide sequence is DIVEVDRDTARRHLA. The MHC is HLA-DQA10102-DQB10501 with pseudo-sequence HLA-DQA10102-DQB10501. The binding affinity (normalized) is 0.